This data is from Forward reaction prediction with 1.9M reactions from USPTO patents (1976-2016). The task is: Predict the product of the given reaction. Given the reactants [O:1]=[C:2]1[CH2:7][CH2:6][N:5]([C:8]([O:10][C:11]([CH3:14])([CH3:13])[CH3:12])=[O:9])[CH2:4][CH2:3]1.[CH3:15][O:16][C:17]1[CH:22]=[CH:21][C:20]([Mg]Br)=[CH:19][CH:18]=1, predict the reaction product. The product is: [OH:1][C:2]1([C:20]2[CH:21]=[CH:22][C:17]([O:16][CH3:15])=[CH:18][CH:19]=2)[CH2:3][CH2:4][N:5]([C:8]([O:10][C:11]([CH3:14])([CH3:13])[CH3:12])=[O:9])[CH2:6][CH2:7]1.